From a dataset of Forward reaction prediction with 1.9M reactions from USPTO patents (1976-2016). Predict the product of the given reaction. (1) The product is: [OH:15][CH:14]([C:16]1[C@H:21]([C:22]([O:24][CH:25]([C:26]2[CH:27]=[CH:28][CH:29]=[CH:30][CH:31]=2)[C:32]2[CH:37]=[CH:36][CH:35]=[CH:34][CH:33]=2)=[O:23])[N:20]2[C:38](=[O:50])[C@@H:39]([NH:40][C:41](=[O:49])[CH2:42][C:43]3[CH:44]=[CH:45][CH:46]=[CH:47][CH:48]=3)[C@H:19]2[S:18][CH:17]=1)[CH2:9][CH:7]=[CH2:4]. Given the reactants B(O)O.[C:4]([CH:7]([CH:9](C(O)=O)O)O)(O)=O.[CH:14]([C:16]1[C@H:21]([C:22]([O:24][CH:25]([C:32]2[CH:37]=[CH:36][CH:35]=[CH:34][CH:33]=2)[C:26]2[CH:31]=[CH:30][CH:29]=[CH:28][CH:27]=2)=[O:23])[N:20]2[C:38](=[O:50])[C@@H:39]([NH:40][C:41](=[O:49])[CH2:42][C:43]3[CH:48]=[CH:47][CH:46]=[CH:45][CH:44]=3)[C@H:19]2[S:18][CH:17]=1)=[O:15].O.C(OCC)(=O)C, predict the reaction product. (2) Given the reactants [N:1]([CH2:4][C@@H:5]1[C@@H:9]([O:10][Si](C(C)(C)C)(C)C)[CH2:8][N:7]([C:18]([O:20][CH2:21][C:22]2[CH:27]=[CH:26][CH:25]=[CH:24][CH:23]=2)=[O:19])[CH2:6]1)=[N+:2]=[N-:3].[F-].C([N+](CCCC)(CCCC)CCCC)CCC, predict the reaction product. The product is: [N:1]([CH2:4][C@@H:5]1[C@@H:9]([OH:10])[CH2:8][N:7]([C:18]([O:20][CH2:21][C:22]2[CH:27]=[CH:26][CH:25]=[CH:24][CH:23]=2)=[O:19])[CH2:6]1)=[N+:2]=[N-:3]. (3) Given the reactants [OH-].[K+].[C:3]([C:6]1[N:11]=[C:10]([C:12]2[CH:17]=[CH:16][C:15]([C:18]3[CH:23]=[CH:22][C:21]([CH2:24][C:25]([O:27]CC)=[O:26])=[CH:20][C:19]=3[CH3:30])=[CH:14][CH:13]=2)[C:9]([CH3:31])=[N:8][C:7]=1[CH3:32])(=[O:5])[NH2:4].C(O)(=O)C, predict the reaction product. The product is: [C:3]([C:6]1[N:11]=[C:10]([C:12]2[CH:17]=[CH:16][C:15]([C:18]3[CH:23]=[CH:22][C:21]([CH2:24][C:25]([OH:27])=[O:26])=[CH:20][C:19]=3[CH3:30])=[CH:14][CH:13]=2)[C:9]([CH3:31])=[N:8][C:7]=1[CH3:32])(=[O:5])[NH2:4]. (4) Given the reactants [CH2:1]([OH:8])[C:2]1[CH:7]=[CH:6][CH:5]=[CH:4][CH:3]=1.[OH-].[K+].C(=O)([O-])[O-].[K+].[K+].Cl[C:18]1[C:23]([N+:24]([O-:26])=[O:25])=[CH:22][CH:21]=[CH:20][N:19]=1.COCCOCCN(CCOCCOC)CCOCCOC, predict the reaction product. The product is: [CH2:1]([O:8][C:18]1[C:23]([N+:24]([O-:26])=[O:25])=[CH:22][CH:21]=[CH:20][N:19]=1)[C:2]1[CH:7]=[CH:6][CH:5]=[CH:4][CH:3]=1. (5) Given the reactants CS(O[CH2:6][C:7]1[CH:8]=[N:9][C:10]([O:14][C:15]2[CH:20]=[CH:19][C:18]([F:21])=[C:17]([F:22])[CH:16]=2)=[C:11]([F:13])[CH:12]=1)(=O)=O.[F-].[CH2:24]([N+:28](CCCC)(CCCC)CCCC)CCC.C[Si](C#N)(C)C, predict the reaction product. The product is: [F:22][C:17]1[CH:16]=[C:15]([CH:20]=[CH:19][C:18]=1[F:21])[O:14][C:10]1[N:9]=[CH:8][C:7]([CH2:6][C:24]#[N:28])=[CH:12][C:11]=1[F:13].